From a dataset of Full USPTO retrosynthesis dataset with 1.9M reactions from patents (1976-2016). Predict the reactants needed to synthesize the given product. Given the product [CH3:1][C:2]1[CH:7]=[C:6]([CH3:8])[N:5]=[C:4]([N:9]2[CH2:15][CH2:14][CH2:13][N:12]([C:16]3[CH:17]=[CH:18][C:19]([NH:22][C:25](=[O:26])[C:24](=[O:23])[C:28]4[N:36]5[C:31]([CH2:32][CH2:33][CH2:34][CH2:35]5)=[CH:30][C:29]=4[C:37]4[CH:38]=[CH:39][CH:40]=[CH:41][CH:42]=4)=[CH:20][CH:21]=3)[CH2:11][CH2:10]2)[CH:3]=1, predict the reactants needed to synthesize it. The reactants are: [CH3:1][C:2]1[CH:7]=[C:6]([CH3:8])[N:5]=[C:4]([N:9]2[CH2:15][CH2:14][CH2:13][N:12]([C:16]3[CH:21]=[CH:20][C:19]([NH2:22])=[CH:18][CH:17]=3)[CH2:11][CH2:10]2)[CH:3]=1.[O:23]=[C:24]([C:28]1[N:36]2[C:31]([CH2:32][CH2:33][CH2:34][CH2:35]2)=[CH:30][C:29]=1[C:37]1[CH:42]=[CH:41][CH:40]=[CH:39][CH:38]=1)[C:25](Cl)=[O:26].C(N(CC)CC)C.